Task: Predict the product of the given reaction.. Dataset: Forward reaction prediction with 1.9M reactions from USPTO patents (1976-2016) (1) Given the reactants [CH3:1][N:2]1[C@@H:18]2[CH2:19][C:7]3[CH:8]=[CH:9][C:10]([O:22][CH3:23])=[C:11]4[O:12][C@H:13]5[C:14]([O:20]C)=[CH:15][CH:16]=[C:17]2[C@:5]5([C:6]=34)[CH2:4][CH2:3]1.OO.CC(C)=[O:28].Cl, predict the reaction product. The product is: [CH3:1][N:2]1[C@@H:18]2[CH2:19][C:7]3[CH:8]=[CH:9][C:10]([O:22][CH3:23])=[C:11]4[O:12][C@H:13]5[C:14]([CH2:15][CH2:16][C@:17]2([OH:28])[C@:5]5([C:6]=34)[CH2:4][CH2:3]1)=[O:20]. (2) Given the reactants [C:1]([C:3]1[CH:8]=[CH:7][C:6]([C:9]2[N:13]3[CH:14]=[C:15]([C:18]4[CH:26]=[CH:25][C:21]([C:22]([OH:24])=O)=[CH:20][CH:19]=4)[CH:16]=[CH:17][C:12]3=[N:11][CH:10]=2)=[CH:5][CH:4]=1)#[N:2].[CH3:27][C:28]1[O:29][C:30]([C:33]2([CH3:39])[CH2:38][CH2:37][NH:36][CH2:35][CH2:34]2)=[N:31][N:32]=1.CN(C(ON1N=NC2C=CC=NC1=2)=[N+](C)C)C.F[P-](F)(F)(F)(F)F.CN1CCOCC1, predict the reaction product. The product is: [CH3:39][C:33]1([C:30]2[O:29][C:28]([CH3:27])=[N:32][N:31]=2)[CH2:38][CH2:37][N:36]([C:22]([C:21]2[CH:20]=[CH:19][C:18]([C:15]3[CH:16]=[CH:17][C:12]4[N:13]([C:9]([C:6]5[CH:5]=[CH:4][C:3]([C:1]#[N:2])=[CH:8][CH:7]=5)=[CH:10][N:11]=4)[CH:14]=3)=[CH:26][CH:25]=2)=[O:24])[CH2:35][CH2:34]1. (3) The product is: [Cl:21][C:18]1[CH:19]=[CH:20][C:15]([CH2:14][CH2:13][C:12]2[NH:7][CH2:6][CH2:5][N:8]=2)=[CH:16][CH:17]=1. Given the reactants C[Al](C)C.[CH2:5]([NH2:8])[CH2:6][NH2:7].C(O[C:12](=O)[CH2:13][CH2:14][C:15]1[CH:20]=[CH:19][C:18]([Cl:21])=[CH:17][CH:16]=1)C, predict the reaction product. (4) The product is: [F:1][C:2]1[CH:3]=[CH:4][C:5]([C:8]2[CH:12]=[C:11]([CH2:13][N:14]3[C:15]4[C:24]5[N:23]=[CH:22][CH:21]=[CH:20][C:19]=5[N:18]=[CH:17][C:16]=4[N:25]=[C:26]3[CH2:27][CH2:28][CH3:29])[O:10][N:9]=2)=[CH:6][CH:7]=1. Given the reactants [F:1][C:2]1[CH:7]=[CH:6][C:5]([C:8]2[CH:12]=[C:11]([CH2:13][NH:14][C:15]3[C:24]4[C:19](=[CH:20][CH:21]=[CH:22][N:23]=4)[N:18]=[CH:17][C:16]=3[NH2:25])[O:10][N:9]=2)=[CH:4][CH:3]=1.[C:26](OC)(OC)(OC)[CH2:27][CH2:28][CH3:29], predict the reaction product. (5) Given the reactants [I:1][C:2]1[CH:3]=[C:4]([CH:8]=[CH:9][CH:10]=1)[C:5]([OH:7])=[O:6].O=S(Cl)Cl.[CH3:15]O, predict the reaction product. The product is: [I:1][C:2]1[CH:3]=[C:4]([CH:8]=[CH:9][CH:10]=1)[C:5]([O:7][CH3:15])=[O:6]. (6) Given the reactants [CH2:1]([C:5]1[N:6]([C:21]2[CH:26]=[CH:25][C:24]([O:27][C:28]3[CH:33]=[CH:32][C:31]([Cl:34])=[CH:30][CH:29]=3)=[CH:23][CH:22]=2)[CH:7]=[C:8]([C:10]2[CH:15]=[CH:14][C:13]([O:16][CH2:17][C@H:18]3[CH2:20][O:19]3)=[CH:12][CH:11]=2)[N:9]=1)[CH2:2][CH2:3][CH3:4].[CH3:35][NH:36][CH3:37], predict the reaction product. The product is: [CH2:1]([C:5]1[N:6]([C:21]2[CH:22]=[CH:23][C:24]([O:27][C:28]3[CH:33]=[CH:32][C:31]([Cl:34])=[CH:30][CH:29]=3)=[CH:25][CH:26]=2)[CH:7]=[C:8]([C:10]2[CH:11]=[CH:12][C:13]([O:16][CH2:17][C@H:18]([OH:19])[CH2:20][N:36]([CH3:37])[CH3:35])=[CH:14][CH:15]=2)[N:9]=1)[CH2:2][CH2:3][CH3:4].